From a dataset of Reaction yield outcomes from USPTO patents with 853,638 reactions. Predict the reaction yield, written as a fraction of the theoretical maximum amount of product (1.0 means a 100% yield; for example, 0.34 means a 34% yield). (1) The reactants are CO[C:3](=[O:24])[C:4]1[CH:9]=[CH:8][C:7]([O:10][CH2:11][C:12]2[C:13]([C:17]3[CH:22]=[CH:21][C:20]([Cl:23])=[CH:19][CH:18]=3)=[N:14][O:15][CH:16]=2)=[N:6][CH:5]=1.[CH:25]1([NH2:28])[CH2:27][CH2:26]1. No catalyst specified. The product is [Cl:23][C:20]1[CH:19]=[CH:18][C:17]([C:13]2[C:12]([CH2:11][O:10][C:7]3[CH:8]=[CH:9][C:4]([C:3]([NH:28][CH:25]4[CH2:27][CH2:26]4)=[O:24])=[CH:5][N:6]=3)=[CH:16][O:15][N:14]=2)=[CH:22][CH:21]=1. The yield is 0.460. (2) The reactants are [F:1][C:2]1[CH:3]=[C:4]([CH:7]=[C:8]([N:10]2[CH2:16][CH2:15][CH2:14][C:13]3[O:17][C:18]([C:20]4[CH:25]=[CH:24][CH:23]=[CH:22][N:21]=4)=[N:19][C:12]=3[CH2:11]2)[CH:9]=1)C#N.BrC1C=C([F:33])C=C(F)C=1. No catalyst specified. The product is [F:1][C:2]1[CH:9]=[C:8]([N:10]2[CH2:16][CH2:15][CH2:14][C:13]3[O:17][C:18]([C:20]4[CH:25]=[CH:24][CH:23]=[CH:22][N:21]=4)=[N:19][C:12]=3[CH2:11]2)[CH:7]=[C:4]([F:33])[CH:3]=1. The yield is 0.0300. (3) The reactants are [Br:1][C:2]1[C:7]2[CH2:8][CH2:9][C:10](=[O:13])[CH2:11][CH2:12][C:6]=2[C:5]([O:14][CH3:15])=[CH:4][CH:3]=1.S(=O)(=O)(O)O.[N+:21]([O-])([O-:23])=[O:22].[K+].[Br-]. The catalyst is C(Cl)Cl. The product is [Br:1][C:2]1[C:7]2[CH2:8][CH2:9][C:10](=[O:13])[CH2:11][CH2:12][C:6]=2[C:5]([O:14][CH3:15])=[C:4]([N+:21]([O-:23])=[O:22])[CH:3]=1. The yield is 0.770. (4) The reactants are ClC1C=C(Cl)C=C(Cl)C=1[O:10][C:11](=O)[CH2:12][C:13](OC1C(Cl)=CC(Cl)=CC=1Cl)=[O:14].[CH2:26]([O:28][C:29](=[O:34])/[CH:30]=[C:31](\[NH2:33])/[CH3:32])[CH3:27].BrC1C=CC=CC=1. The catalyst is C(OCC)(=O)C. The product is [CH2:26]([O:28][C:29](=[O:34])[C:30]1[C:11]([OH:10])=[CH:12][C:13]([OH:14])=[N:33][C:31]=1[CH3:32])[CH3:27]. The yield is 1.00.